From a dataset of Peptide-MHC class II binding affinity with 134,281 pairs from IEDB. Regression. Given a peptide amino acid sequence and an MHC pseudo amino acid sequence, predict their binding affinity value. This is MHC class II binding data. (1) The peptide sequence is LLDILDTAGLEEYSAMRD. The MHC is DRB1_0802 with pseudo-sequence DRB1_0802. The binding affinity (normalized) is 0. (2) The binding affinity (normalized) is 0.158. The peptide sequence is SPSLWEIEFAKILASV. The MHC is DRB1_0101 with pseudo-sequence DRB1_0101. (3) The peptide sequence is DLPTHENHGLKTRQE. The MHC is DRB1_0801 with pseudo-sequence DRB1_0801. The binding affinity (normalized) is 0. (4) The peptide sequence is QQYTAALSPILFECL. The MHC is DRB3_0101 with pseudo-sequence DRB3_0101. The binding affinity (normalized) is 0.592.